This data is from Full USPTO retrosynthesis dataset with 1.9M reactions from patents (1976-2016). The task is: Predict the reactants needed to synthesize the given product. (1) Given the product [Cl:22][C:16]1[CH:17]=[N:18][CH:19]=[C:20]([Cl:21])[C:15]=1[CH2:14][S:1][C:2]1[N:7]=[C:6]([OH:8])[CH:5]=[C:4]([C:9]([F:12])([F:10])[F:11])[N:3]=1, predict the reactants needed to synthesize it. The reactants are: [SH:1][C:2]1[N:7]=[C:6]([OH:8])[CH:5]=[C:4]([C:9]([F:12])([F:11])[F:10])[N:3]=1.Br[CH2:14][C:15]1[C:20]([Cl:21])=[CH:19][N:18]=[CH:17][C:16]=1[Cl:22]. (2) Given the product [C:1]12([O:8][C:7]3[CH:9]=[CH:10][C:11]([C:13]4([C:16]([OH:18])=[O:17])[CH2:15][CH2:14]4)=[CH:12][C:6]=3[O:5]1)[CH2:2][CH2:3][CH2:4]2, predict the reactants needed to synthesize it. The reactants are: [C:1]12([O:8][C:7]3[CH:9]=[CH:10][C:11]([C:13]4([C:16]([O:18]C)=[O:17])[CH2:15][CH2:14]4)=[CH:12][C:6]=3[O:5]1)[CH2:4][CH2:3][CH2:2]2.[Li+].[OH-].Cl.